Predict the product of the given reaction. From a dataset of Forward reaction prediction with 1.9M reactions from USPTO patents (1976-2016). (1) Given the reactants N(C1C=CC(C[CH:9]2[CH2:20][N:19]([CH2:21][C:22]([OH:24])=[O:23])[CH2:18][CH2:17][N:16]([CH2:25][C:26]([OH:28])=[O:27])[CH2:15][CH2:14][N:13]([CH2:29][C:30]([OH:32])=[O:31])[CH2:12][CH2:11][N:10]2[CH2:33][C:34]([OH:36])=[O:35])=CC=1)=C=S.[N-]=C=S, predict the reaction product. The product is: [CH2:9]1[N:10]([CH2:33][C:34]([OH:36])=[O:35])[CH2:11][CH2:12][N:13]([CH2:29][C:30]([OH:32])=[O:31])[CH2:14][CH2:15][N:16]([CH2:25][C:26]([OH:28])=[O:27])[CH2:17][CH2:18][N:19]([CH2:21][C:22]([OH:24])=[O:23])[CH2:20]1. (2) Given the reactants Br[C:2]1[CH:3]=[CH:4][C:5]([C:8]([C:15]2[CH:16]=[N:17][CH:18]=[N:19][CH:20]=2)([OH:14])[C:9]([CH3:13])([CH3:12])[CH2:10][CH3:11])=[N:6][CH:7]=1.[F:21][C:22]([F:34])([F:33])[O:23][C:24]1[CH:29]=[CH:28][C:27](B(O)O)=[CH:26][CH:25]=1, predict the reaction product. The product is: [CH3:12][C:9]([CH3:13])([CH2:10][CH3:11])[C:8]([C:15]1[CH:16]=[N:17][CH:18]=[N:19][CH:20]=1)([C:5]1[CH:4]=[CH:3][C:2]([C:27]2[CH:26]=[CH:25][C:24]([O:23][C:22]([F:21])([F:33])[F:34])=[CH:29][CH:28]=2)=[CH:7][N:6]=1)[OH:14].